This data is from Reaction yield outcomes from USPTO patents with 853,638 reactions. The task is: Predict the reaction yield, written as a fraction of the theoretical maximum amount of product (1.0 means a 100% yield; for example, 0.34 means a 34% yield). The reactants are [F:1][C:2]([F:20])([F:19])[S:3]([O:6][C:7]1[CH:8]=[C:9]2[C:14](=[CH:15][CH:16]=1)[CH:13]=[C:12]([CH2:17][OH:18])[CH:11]=[CH:10]2)(=[O:5])=[O:4].C1C=C[NH+]=CC=1.[O-][Cr](Cl)(=O)=O. The catalyst is C(Cl)Cl. The product is [F:19][C:2]([F:1])([F:20])[S:3]([O:6][C:7]1[CH:8]=[C:9]2[C:14](=[CH:15][CH:16]=1)[CH:13]=[C:12]([CH:17]=[O:18])[CH:11]=[CH:10]2)(=[O:4])=[O:5]. The yield is 0.940.